This data is from Catalyst prediction with 721,799 reactions and 888 catalyst types from USPTO. The task is: Predict which catalyst facilitates the given reaction. (1) Reactant: [OH:1][C:2]1[C:10]([CH:11]([CH3:13])[CH3:12])=[CH:9][CH:8]=[CH:7][C:3]=1[C:4]([OH:6])=O.[C:14]([NH2:23])(=O)[C:15]1[C:16](=[CH:18][CH:19]=[CH:20][CH:21]=1)[OH:17].N1C=CC=CC=1.S(Cl)(Cl)=O. Product: [OH:17][C:16]1[CH:18]=[CH:19][CH:20]=[CH:21][C:15]=1[C:14]1[O:1][C:2]2[C:10]([CH:11]([CH3:13])[CH3:12])=[CH:9][CH:8]=[CH:7][C:3]=2[C:4](=[O:6])[N:23]=1. The catalyst class is: 113. (2) Reactant: [CH2:1]([O:3][N:4]1[C:16]2[C:15]3[CH:14]=[CH:13][CH:12]=[CH:11][C:10]=3[N+:9]([O-])=[CH:8][C:7]=2[N:6]=[CH:5]1)[CH3:2].ClC(Cl)(Cl)C([N:22]=C=O)=O.CO. Product: [CH2:1]([O:3][N:4]1[C:16]2[C:15]3[CH:14]=[CH:13][CH:12]=[CH:11][C:10]=3[N:9]=[C:8]([NH2:22])[C:7]=2[N:6]=[CH:5]1)[CH3:2]. The catalyst class is: 4. (3) Reactant: [CH:1]([C:4]1[NH:9][C:8](=O)[C:7]([C:11]#[N:12])=[CH:6][CH:5]=1)([CH3:3])[CH3:2].[Br-:13].O=P12OP3(OP(OP(O3)(O1)=O)(=O)O2)=O.O. Product: [Br:13][C:8]1[N:9]=[C:4]([CH:1]([CH3:3])[CH3:2])[CH:5]=[CH:6][C:7]=1[C:11]#[N:12]. The catalyst class is: 11. (4) Reactant: C([Li])CCC.Br[C:7]1[CH:21]=[CH:20][C:10]([CH2:11][NH:12][C:13]([O:15][C:16]([CH3:19])([CH3:18])[CH3:17])=[O:14])=[CH:9][C:8]=1[Cl:22].[CH3:23][C:24]([CH3:29])([CH3:28])[CH2:25][CH:26]=[O:27]. Product: [C:16]([O:15][C:13]([NH:12][CH2:11][C:10]1[CH:20]=[CH:21][C:7]([CH:26]([OH:27])[CH2:25][C:24]([CH3:29])([CH3:28])[CH3:23])=[C:8]([Cl:22])[CH:9]=1)=[O:14])([CH3:19])([CH3:18])[CH3:17]. The catalyst class is: 27. (5) Reactant: [Cl:1][C:2]1[N:3]=[CH:4][C:5]2[N:11]([CH3:12])[C:10](=[O:13])[C:9]([CH3:15])([CH3:14])[CH2:8][NH:7][C:6]=2[N:16]=1.[CH2:17](Br)[C:18]1[CH:23]=[CH:22][CH:21]=[CH:20][CH:19]=1.[H-].[Na+]. Product: [CH2:17]([N:7]1[CH2:8][C:9]([CH3:14])([CH3:15])[C:10](=[O:13])[N:11]([CH3:12])[C:5]2[CH:4]=[N:3][C:2]([Cl:1])=[N:16][C:6]1=2)[C:18]1[CH:23]=[CH:22][CH:21]=[CH:20][CH:19]=1. The catalyst class is: 44.